This data is from Forward reaction prediction with 1.9M reactions from USPTO patents (1976-2016). The task is: Predict the product of the given reaction. (1) Given the reactants [NH2:1][C:2]1[N:10]=[CH:9][CH:8]=[CH:7][C:3]=1[C:4]([OH:6])=[O:5].CO[CH:13](OC)[CH2:14]Br, predict the reaction product. The product is: [N:1]1[CH:13]=[CH:14][N:10]2[CH:9]=[CH:8][CH:7]=[C:3]([C:4]([OH:6])=[O:5])[C:2]=12. (2) Given the reactants [Cl:1][C:2]1[CH:7]=[CH:6][CH:5]=[CH:4][C:3]=1[C:8]1[CH:17]=[C:16]([CH2:18][N:19]2[CH2:24][CH2:23][N:22](C(OC(C)(C)C)=O)[CH2:21][CH:20]2[CH3:32])[CH:15]=[C:14]2[C:9]=1[CH2:10][NH:11][C:12](=[O:41])[N:13]2[C:33]1[C:38]([Cl:39])=[CH:37][CH:36]=[CH:35][C:34]=1[Cl:40].FC(F)(F)C(O)=O, predict the reaction product. The product is: [Cl:1][C:2]1[CH:7]=[CH:6][CH:5]=[CH:4][C:3]=1[C:8]1[CH:17]=[C:16]([CH2:18][N:19]2[CH2:24][CH2:23][NH:22][CH2:21][CH:20]2[CH3:32])[CH:15]=[C:14]2[C:9]=1[CH2:10][NH:11][C:12](=[O:41])[N:13]2[C:33]1[C:34]([Cl:40])=[CH:35][CH:36]=[CH:37][C:38]=1[Cl:39].